Predict the product of the given reaction. From a dataset of Forward reaction prediction with 1.9M reactions from USPTO patents (1976-2016). (1) Given the reactants C(OC([N:8]1[C:16]2[C:11](=[CH:12][CH:13]=[C:14]([Cl:17])[CH:15]=2)/[C:10](=[CH:18]/[C:19]2[CH:24]=[C:23]([Cl:25])[CH:22]=[CH:21][C:20]=2[O:26][CH2:27][S:28]([CH3:30])=[O:29])/[C:9]1=[O:31])=O)(C)(C)C.[F:32][C:33]1[CH:34]=[CH:35][C:36]([CH3:48])=[C:37]([CH:39]=[N:40][C:41]([O:43][Si](C)(C)C)=[CH2:42])[CH:38]=1, predict the reaction product. The product is: [Cl:17][C:14]1[CH:15]=[C:16]2[NH:8][C:9](=[O:31])[C:10]3([CH:18]([C:19]4[CH:24]=[C:23]([Cl:25])[CH:22]=[CH:21][C:20]=4[O:26][CH2:27][S:28]([CH3:30])=[O:29])[CH2:42][C:41](=[O:43])[NH:40][CH:39]3[C:37]3[CH:38]=[C:33]([F:32])[CH:34]=[CH:35][C:36]=3[CH3:48])[C:11]2=[CH:12][CH:13]=1. (2) Given the reactants Br[CH2:2][C:3]([NH:5][C:6]1[CH:11]=[CH:10][CH:9]=[C:8]([I:12])[CH:7]=1)=[O:4].[NH:13]1[CH:17]=[CH:16][N:15]=[C:14]1[CH:18]=[O:19].CCN(C(C)C)C(C)C, predict the reaction product. The product is: [CH:18]([C:14]1[N:13]([CH2:2][C:3]([NH:5][C:6]2[CH:11]=[CH:10][CH:9]=[C:8]([I:12])[CH:7]=2)=[O:4])[CH:17]=[CH:16][N:15]=1)=[O:19]. (3) Given the reactants C(CP(=O)([O:8][CH2:9][CH3:10])OCC)#N.C[Si]([N-][Si](C)(C)C)(C)C.[Na+].C(C1O[C:27]([CH2:29][N:30]([CH2:43][C:44]([F:47])([F:46])[F:45])[C:31]2[CH:38]=[CH:37][C:34]([C:35]#[N:36])=[C:33]([C:39]([F:42])([F:41])[F:40])[CH:32]=2)=[CH:26]C=1)=O, predict the reaction product. The product is: [C:29]([CH:27]=[CH:26][C:9]1[O:8][C:27]([CH2:29][N:30]([CH2:43][C:44]([F:45])([F:47])[F:46])[C:31]2[CH:38]=[CH:37][C:34]([C:35]#[N:36])=[C:33]([C:39]([F:40])([F:41])[F:42])[CH:32]=2)=[CH:26][CH:10]=1)#[N:30]. (4) Given the reactants II.[CH:3]1([CH2:9][CH2:10][N:11]2[CH2:15][CH2:14][S:13]C2)[CH2:8][CH2:7][CH2:6][CH2:5][CH2:4]1.[OH-].[Na+], predict the reaction product. The product is: [CH:3]1([CH2:9][CH2:10][NH:11][CH2:15][CH2:14][S:13][S:13][CH2:14][CH2:15][NH:11][CH2:10][CH2:9][CH:3]2[CH2:4][CH2:5][CH2:6][CH2:7][CH2:8]2)[CH2:4][CH2:5][CH2:6][CH2:7][CH2:8]1. (5) Given the reactants O.[ClH:2].Cl.[NH:4]1[CH2:8][CH2:7][N:6]=[C:5]1[C:9]1[CH:10]=[C:11]([CH:13]=[CH:14][CH:15]=1)[NH2:12].[CH2:16]([O:18][C:19]1[CH:24]=[CH:23][C:22]([N:25]=[C:26]=[O:27])=[CH:21][CH:20]=1)[CH3:17], predict the reaction product. The product is: [ClH:2].[NH:6]1[CH2:7][CH2:8][N:4]=[C:5]1[C:9]1[CH:10]=[C:11]([NH:12][C:26]([NH:25][C:22]2[CH:23]=[CH:24][C:19]([O:18][CH2:16][CH3:17])=[CH:20][CH:21]=2)=[O:27])[CH:13]=[CH:14][CH:15]=1. (6) Given the reactants [C:1](O)(=O)[CH2:2][C:3]([OH:5])=[O:4].[Br:8][C:9]1[S:13][C:12](C=O)=[CH:11][CH:10]=1.N1CCCCC1, predict the reaction product. The product is: [Br:8][C:9]1[S:13][C:12](/[CH:1]=[CH:2]/[C:3]([OH:5])=[O:4])=[CH:11][CH:10]=1. (7) Given the reactants ON=C[C:4]1[CH:9]=[CH:8][C:7]([OH:10])=[CH:6][C:5]=1[OH:11].P(Cl)(Cl)(Cl)=O.O.[C:18]([O-])(=O)[CH3:19].[Na+].C[N:24](C=O)C, predict the reaction product. The product is: [CH3:19][C:18]1[O:11][C:5]2[CH:6]=[C:7]([OH:10])[CH:8]=[CH:9][C:4]=2[N:24]=1. (8) Given the reactants [CH3:1][O:2][C:3]1[CH:4]=[C:5]([CH2:9][S:10]([NH2:13])(=[O:12])=[O:11])[CH:6]=[CH:7][CH:8]=1.[C:14]([C:16]1[C:17]([N:28]2[CH2:33][CH2:32][CH:31]([C:34](O)=[O:35])[CH2:30][CH2:29]2)=[N:18][C:19]([CH3:27])=[C:20]([C:22]([O:24][CH2:25][CH3:26])=[O:23])[CH:21]=1)#[N:15].CN(C(ON1N=NC2C=CC=CC1=2)=[N+](C)C)C.[B-](F)(F)(F)F.CCN(C(C)C)C(C)C, predict the reaction product. The product is: [C:14]([C:16]1[C:17]([N:28]2[CH2:33][CH2:32][CH:31]([C:34](=[O:35])[NH:13][S:10]([CH2:9][C:5]3[CH:6]=[CH:7][CH:8]=[C:3]([O:2][CH3:1])[CH:4]=3)(=[O:12])=[O:11])[CH2:30][CH2:29]2)=[N:18][C:19]([CH3:27])=[C:20]([CH:21]=1)[C:22]([O:24][CH2:25][CH3:26])=[O:23])#[N:15]. (9) The product is: [O:1]1[CH:5]=[CH:4][CH:3]=[C:2]1[C:6]1[O:7][C:8]([CH3:42])=[C:9]([CH2:11][O:12][C:13]2[CH:39]=[CH:38][C:16]([CH2:17][O:18][C:19]3[C:23](/[CH:24]=[CH:25]/[C:26](=[O:27])[CH2:43][CH3:44])=[CH:22][N:21]([C:32]4[CH:37]=[CH:36][CH:35]=[CH:34][CH:33]=4)[N:20]=3)=[CH:15][C:14]=2[O:40][CH3:41])[N:10]=1. Given the reactants [O:1]1[CH:5]=[CH:4][CH:3]=[C:2]1[C:6]1[O:7][C:8]([CH3:42])=[C:9]([CH2:11][O:12][C:13]2[CH:39]=[CH:38][C:16]([CH2:17][O:18][C:19]3[C:23](/[CH:24]=[CH:25]/[C:26](N(OC)C)=[O:27])=[CH:22][N:21]([C:32]4[CH:37]=[CH:36][CH:35]=[CH:34][CH:33]=4)[N:20]=3)=[CH:15][C:14]=2[O:40][CH3:41])[N:10]=1.[CH2:43]([Mg]Br)[CH3:44].Cl, predict the reaction product. (10) Given the reactants [N+:1]([C:4]1[CH:12]=[CH:11][C:7](C(O)=O)=[CH:6][CH:5]=1)([O-:3])=[O:2].[N:13]1[CH:18]=[CH:17][C:16]([NH:19][C:20]2[CH:25]=[CH:24][CH:23]=[C:22](N)[CH:21]=2)=[CH:15][CH:14]=1.[N:27]1[CH:32]=CC=CC=1.[O:33]=S(Cl)Cl, predict the reaction product. The product is: [N+:1]([C:4]1[CH:5]=[CH:6][C:7]([NH:27][C:32](=[O:33])[C:22]2[CH:23]=[CH:24][CH:25]=[C:20]([NH:19][C:16]3[CH:17]=[CH:18][N:13]=[CH:14][CH:15]=3)[CH:21]=2)=[CH:11][CH:12]=1)([O-:3])=[O:2].